Dataset: Reaction yield outcomes from USPTO patents with 853,638 reactions. Task: Predict the reaction yield, written as a fraction of the theoretical maximum amount of product (1.0 means a 100% yield; for example, 0.34 means a 34% yield). (1) The reactants are Br[C:2]1[C:3]([F:10])=[CH:4][C:5]([CH3:9])=[C:6]([CH:8]=1)[NH2:7].[C:11]([Cu])#[N:12]. The yield is 0.360. The product is [NH2:7][C:6]1[C:5]([CH3:9])=[CH:4][C:3]([F:10])=[C:2]([CH:8]=1)[C:11]#[N:12]. The catalyst is CN1C(=O)CCC1.[Cu]I. (2) The reactants are [CH2:1]([N:3]([CH2:20][CH3:21])[C:4]([S:6][C:7]1[CH:8]=[N:9][CH:10]=[CH:11][C:12]=1[NH:13]C(=O)C(C)(C)C)=[S:5])[CH3:2]. The catalyst is CO.[OH-].[Na+]. The product is [CH2:20]([N:3]([CH2:1][CH3:2])[C:4]([S:6][C:7]1[CH:8]=[N:9][CH:10]=[CH:11][C:12]=1[NH2:13])=[S:5])[CH3:21]. The yield is 0.620.